This data is from Reaction yield outcomes from USPTO patents with 853,638 reactions. The task is: Predict the reaction yield, written as a fraction of the theoretical maximum amount of product (1.0 means a 100% yield; for example, 0.34 means a 34% yield). (1) The reactants are Br[C:2]1[CH:31]=[CH:30][C:5]2[C:6]3[N:7]([CH:11]=[C:12]([C:14]4[N:18]([C:19]5[CH:24]=[CH:23][CH:22]=[CH:21][C:20]=5[Cl:25])[N:17]=[C:16]([NH:26][C:27](=[O:29])[OH:28])[N:15]=4)[N:13]=3)[CH2:8][CH2:9][O:10][C:4]=2[CH:3]=1.[Cl:32][C:33]1[CH:38]=[CH:37][C:36](B(O)O)=[CH:35][CH:34]=1.C([O-])([O-])=O.[Cs+].[Cs+]. The catalyst is O1CCOCC1.O.C1C=CC(P(C2C=CC=CC=2)[C-]2C=CC=C2)=CC=1.C1C=CC(P(C2C=CC=CC=2)[C-]2C=CC=C2)=CC=1.Cl[Pd]Cl.[Fe+2]. The product is [Cl:25][C:20]1[CH:21]=[CH:22][CH:23]=[CH:24][C:19]=1[N:18]1[C:14]([C:12]2[N:13]=[C:6]3[C:5]4[CH:30]=[CH:31][C:2]([C:36]5[CH:37]=[CH:38][C:33]([Cl:32])=[CH:34][CH:35]=5)=[CH:3][C:4]=4[O:10][CH2:9][CH2:8][N:7]3[CH:11]=2)=[N:15][C:16]([NH:26][C:27](=[O:29])[OH:28])=[N:17]1. The yield is 0.210. (2) The reactants are C([O:3][CH:4](OCC)[CH2:5][O:6][C:7]1[C:14]([O:15][CH3:16])=[CH:13][C:12]([O:17][CH3:18])=[CH:11][C:8]=1[CH:9]=O)C.[BH4-].[Na+]. The catalyst is C1COCC1.CCO. The product is [CH3:18][O:17][C:12]1[CH:13]=[C:14]([O:15][CH3:16])[C:7]2[O:6][C:5]([CH2:4][OH:3])=[CH:9][C:8]=2[CH:11]=1. The yield is 0.820.